Dataset: Forward reaction prediction with 1.9M reactions from USPTO patents (1976-2016). Task: Predict the product of the given reaction. (1) The product is: [F:1][C:2]1[CH:3]=[C:4]2[C:11]([C:7]([CH2:8][CH2:9][NH:10][CH2:32][C:23]3[CH:22]=[CH:21][CH:18]=[C:17]([CH2:16][C:15]([F:14])([F:28])[CH:25]([F:26])[F:27])[CH:24]=3)=[CH:6][NH:5]2)=[CH:12][CH:13]=1. Given the reactants [F:1][C:2]1[CH:3]=[C:4]2[C:11](=[CH:12][CH:13]=1)[C:7]([CH2:8][CH2:9][NH2:10])=[CH:6][NH:5]2.[F:14][C:15]([F:28])([CH:25]([F:27])[F:26])[CH2:16][C:17]1[CH:24]=[CH:23][CH:22]=[CH:21][C:18]=1C=O.[BH4-].[Na+].O.[CH:32](O)(C)C, predict the reaction product. (2) Given the reactants [C:1]1([CH:7]([NH:19][C:20]2[CH:25]=[CH:24][CH:23]=[CH:22][CH:21]=2)[C:8]([O:10][C@H:11]2[CH:16]3[CH2:17][CH2:18][N:13]([CH2:14][CH2:15]3)[CH2:12]2)=[O:9])[CH:6]=[CH:5][CH:4]=[CH:3][CH:2]=1.[Cl:26][CH2:27][C:28]([C:30]1[CH:35]=[CH:34][CH:33]=[CH:32][CH:31]=1)=[O:29], predict the reaction product. The product is: [Cl-:26].[O:29]=[C:28]([C:30]1[CH:35]=[CH:34][CH:33]=[CH:32][CH:31]=1)[CH2:27][N+:13]12[CH2:14][CH2:15][CH:16]([CH2:17][CH2:18]1)[C@H:11]([O:10][C:8](=[O:9])[CH:7]([C:1]1[CH:2]=[CH:3][CH:4]=[CH:5][CH:6]=1)[NH:19][C:20]1[CH:25]=[CH:24][CH:23]=[CH:22][CH:21]=1)[CH2:12]2. (3) Given the reactants [NH:1]([C:30]([O:32][C:33]([CH3:36])([CH3:35])[CH3:34])=[O:31])[C@H:2]([C:27](O)=[O:28])[CH2:3][CH2:4][CH2:5][NH:6][C:7](=[NH:26])[NH:8][S:9]([C:12]1[C:24]([CH3:25])=[C:23]2[C:17]([O:18][C:19]([CH2:22]2)([CH3:21])[CH3:20])=[C:15]([CH3:16])[C:13]=1[CH3:14])(=[O:11])=[O:10].CN(C(ON1N=N[C:47]2[CH:48]=[CH:49][CH:50]=N[C:46]1=2)=[N+](C)C)C.F[P-](F)(F)(F)(F)F.[CH3:61]CN(C(C)C)C(C)C.[C:70]([O:74][C:75]([N:77]1[CH2:82]C[N:80](C(=O)[C@@H](NS(C2C=CC3C(=CC=CC=3)C=2)(=O)=O)CCCN/C(/N)=N/S(C2C(C)=C(C)C3OC(C)(C)CC=3C=2C)(=O)=O)[CH2:79][CH2:78]1)=[O:76])(C)(C)C.Cl, predict the reaction product. The product is: [C:33]([O:32][C:30](=[O:31])[NH:1][C@H:2]([C:27](=[O:28])[NH:80][CH2:79][CH2:78][N:77]([C:75]([O:74][CH2:70][C:46]1[CH:47]=[CH:48][CH:49]=[CH:50][CH:61]=1)=[O:76])[CH3:82])[CH2:3][CH2:4][CH2:5][NH:6]/[C:7](/[NH2:26])=[N:8]/[S:9]([C:12]1[C:24]([CH3:25])=[C:23]([CH3:22])[C:17]2[O:18][C:19]([CH3:21])([CH3:20])[CH2:16][C:15]=2[C:13]=1[CH3:14])(=[O:10])=[O:11])([CH3:35])([CH3:34])[CH3:36]. (4) Given the reactants [NH2:1][C:2]1[CH:3]=[CH:4][C:5]([C:8]2[N:13]=[C:12]([OH:14])[CH:11]=[C:10]([CH3:15])[N:9]=2)=[N:6][CH:7]=1.C(N(CC)CC)C.[Cl:23][CH2:24][C:25](Cl)=[O:26], predict the reaction product. The product is: [Cl:23][CH2:24][C:25]([NH:1][C:2]1[CH:7]=[N:6][C:5]([C:8]2[N:13]=[C:12]([OH:14])[CH:11]=[C:10]([CH3:15])[N:9]=2)=[CH:4][CH:3]=1)=[O:26]. (5) Given the reactants [CH3:1]COC(C1N(C(OC(C)(C)C)=O)C2=NC=C(OC(=O)C3C=CC=CC=3)C=C2C=1)=O.[C:31]([O:35][C:36]([N:38]1[CH2:50][C@@H:49]([CH3:51])[N:48]2[C@H:40]([CH2:41][C:42]3[C:47]2=[N:46][C:45]([C@H:52]([O:54][CH3:55])[CH3:53])=[C:44](Br)[CH:43]=3)[CH2:39]1)=[O:37])([CH3:34])([CH3:33])[CH3:32], predict the reaction product. The product is: [C:31]([O:35][C:36]([N:38]1[CH2:50][C@@H:49]([CH3:51])[N:48]2[C@H:40]([CH2:41][C:42]3[C:47]2=[N:46][C:45]([C@H:52]([O:54][CH3:55])[CH3:53])=[C:44]([CH3:1])[CH:43]=3)[CH2:39]1)=[O:37])([CH3:34])([CH3:33])[CH3:32]. (6) The product is: [CH:30]1([CH2:29][O:28][C:22]2[CH:23]=[C:24]([F:27])[CH:25]=[CH:26][C:21]=2[C:20]2[CH:19]=[CH:18][N:17]=[C:16]3[C:12]([C:10]([NH:9][C@H:6]4[CH2:7][CH2:8][C@@H:3]([NH:2][C:39](=[O:40])[C@@H:38]([OH:37])[CH3:42])[CH2:4][CH2:5]4)=[O:11])=[C:13]([CH3:33])[NH:14][C:15]=23)[CH2:31][CH2:32]1. Given the reactants Cl.[NH2:2][C@@H:3]1[CH2:8][CH2:7][C@H:6]([NH:9][C:10]([C:12]2[C:16]3=[N:17][CH:18]=[CH:19][C:20]([C:21]4[CH:26]=[CH:25][C:24]([F:27])=[CH:23][C:22]=4[O:28][CH2:29][CH:30]4[CH2:32][CH2:31]4)=[C:15]3[NH:14][C:13]=2[CH3:33])=[O:11])[CH2:5][CH2:4]1.C([O:37][C@@H:38]([CH3:42])[C:39](Cl)=[O:40])(=O)C, predict the reaction product. (7) Given the reactants [NH2:1][C:2]1[CH:7]=[CH:6][C:5]([S:8][C:9]2[CH:10]=[C:11]([C:15]3([C:21]#[N:22])[CH2:20][CH2:19][O:18][CH2:17][CH2:16]3)[CH:12]=[CH:13][CH:14]=2)=[CH:4][CH:3]=1.N1C=CC=CC=1.Cl[C:30]([O:32][C:33]1[CH:38]=[CH:37][CH:36]=[CH:35][CH:34]=1)=[O:31], predict the reaction product. The product is: [C:33]1([O:32][C:30](=[O:31])[NH:1][C:2]2[CH:7]=[CH:6][C:5]([S:8][C:9]3[CH:14]=[CH:13][CH:12]=[C:11]([C:15]4([C:21]#[N:22])[CH2:20][CH2:19][O:18][CH2:17][CH2:16]4)[CH:10]=3)=[CH:4][CH:3]=2)[CH:38]=[CH:37][CH:36]=[CH:35][CH:34]=1. (8) Given the reactants [OH:1][C:2]1[C:9]([CH3:10])=[CH:8][C:5]([CH:6]=[O:7])=[CH:4][C:3]=1[CH3:11].[H-].[Na+].Br[CH2:15][CH2:16][N:17]1[C:25](=[O:26])[C:24]2[C:19](=[CH:20][CH:21]=[CH:22][CH:23]=2)[C:18]1=[O:27].C(O)(=O)C, predict the reaction product. The product is: [O:27]=[C:18]1[C:19]2[C:24](=[CH:23][CH:22]=[CH:21][CH:20]=2)[C:25](=[O:26])[N:17]1[CH2:16][CH2:15][O:1][C:2]1[C:3]([CH3:11])=[CH:4][C:5]([CH:6]=[O:7])=[CH:8][C:9]=1[CH3:10].